From a dataset of Forward reaction prediction with 1.9M reactions from USPTO patents (1976-2016). Predict the product of the given reaction. Given the reactants [CH3:1][O:2][C:3]([C:5]1[CH:6]=[C:7]2[C:12](=[CH:13][CH:14]=1)[NH:11][CH:10]([C:15]1[CH:20]=[C:19]([F:21])[CH:18]=[C:17](Br)[CH:16]=1)[C:9]([CH3:24])([CH3:23])[CH2:8]2)=[O:4].[NH:25]1[CH2:29][CH2:28][CH2:27][C:26]1=[O:30].N1CCC[C@H:32]1C(O)=O.[OH-].[K+].[Cl-].[NH4+], predict the reaction product. The product is: [CH2:1]([O:2][C:3]([C:5]1[CH:6]=[C:7]2[C:12](=[CH:13][CH:14]=1)[NH:11][CH:10]([C:15]1[CH:16]=[C:17]([N:25]3[CH2:29][CH2:28][CH2:27][C:26]3=[O:30])[CH:18]=[C:19]([F:21])[CH:20]=1)[C:9]([CH3:24])([CH3:23])[CH2:8]2)=[O:4])[CH3:32].